Dataset: Reaction yield outcomes from USPTO patents with 853,638 reactions. Task: Predict the reaction yield, written as a fraction of the theoretical maximum amount of product (1.0 means a 100% yield; for example, 0.34 means a 34% yield). (1) The reactants are Cl.[F:2][C:3]1[CH:8]=[CH:7][C:6]([C:9]2[N:10]=[C:11]3[N:15]([C:16]=2[C:17]2[CH:22]=[CH:21][N:20]=[C:19]([NH:23][CH:24]4[CH2:29][CH2:28][CH2:27][NH:26][CH2:25]4)[N:18]=2)[CH:14]=[CH:13][S:12]3)=[CH:5][CH:4]=1.C(N(CC)CC)C.[F:37][C:38]1[CH:45]=[CH:44][C:41]([CH:42]=O)=[CH:40][CH:39]=1.ClCCCl.CN(C=O)C. The catalyst is ClCCCl.CN(C=O)C. The product is [F:37][C:38]1[CH:45]=[CH:44][C:41]([CH2:42][N:26]2[CH2:27][CH2:28][CH2:29][CH:24]([NH:23][C:19]3[N:18]=[C:17]([C:16]4[N:15]5[C:11]([S:12][CH:13]=[CH:14]5)=[N:10][C:9]=4[C:6]4[CH:7]=[CH:8][C:3]([F:2])=[CH:4][CH:5]=4)[CH:22]=[CH:21][N:20]=3)[CH2:25]2)=[CH:40][CH:39]=1. The yield is 0.560. (2) The reactants are [CH2:1]([O:7][CH2:8][CH2:9][CH2:10][CH2:11][CH2:12][CH3:13])CCCCC.C([Sn]CCCC)CCC.[CH2:23]([OH:29])[CH2:24][CH2:25][CH2:26][CH2:27][CH3:28].C(=O)=[O:31]. The product is [C:1](=[O:31])([O:7][CH2:8][CH2:9][CH2:10][CH2:11][CH2:12][CH3:13])[O:29][CH2:23][CH2:24][CH2:25][CH2:26][CH2:27][CH3:28]. The yield is 0.170. No catalyst specified.